From a dataset of Catalyst prediction with 721,799 reactions and 888 catalyst types from USPTO. Predict which catalyst facilitates the given reaction. (1) Reactant: [CH:1]1([C:4](=[O:6])[CH3:5])[CH2:3][CH2:2]1.[CH3:7][N:8]([CH:10](OC)OC)[CH3:9]. Product: [CH:1]1([C:4](=[O:6])[CH:5]=[CH:7][N:8]([CH3:10])[CH3:9])[CH2:3][CH2:2]1. The catalyst class is: 3. (2) Reactant: [Cl:1][C:2]1[N:7]=[CH:6][C:5]([C:8]([C:10]2[CH:15]=[CH:14][CH:13]=[CH:12][CH:11]=2)=O)=[CH:4][CH:3]=1.CCN(C(C)C)C(C)C.Cl.[NH2:26][OH:27]. Product: [Cl:1][C:2]1[N:7]=[CH:6][C:5]([C:8]([C:10]2[CH:15]=[CH:14][CH:13]=[CH:12][CH:11]=2)=[N:26][OH:27])=[CH:4][CH:3]=1. The catalyst class is: 14.